This data is from Forward reaction prediction with 1.9M reactions from USPTO patents (1976-2016). The task is: Predict the product of the given reaction. The product is: [F:20][C:18]1[CH:17]=[CH:16][N:15]=[C:14]([C:2]2[S:3][CH:4]=[C:5]([CH3:7])[N:6]=2)[CH:19]=1. Given the reactants Br[C:2]1[S:3][CH:4]=[C:5]([CH3:7])[N:6]=1.C([Li])CCC.Cl[C:14]1[CH:19]=[C:18]([F:20])[CH:17]=[CH:16][N:15]=1.CCOC(C)=O, predict the reaction product.